From a dataset of Retrosynthesis with 50K atom-mapped reactions and 10 reaction types from USPTO. Predict the reactants needed to synthesize the given product. (1) The reactants are: Clc1cccnc1Cl.FC(F)(F)c1ccc(Nc2ncnc3c2CCNC3)cc1. Given the product FC(F)(F)c1ccc(Nc2ncnc3c2CCN(c2ncccc2Cl)C3)cc1, predict the reactants needed to synthesize it. (2) Given the product CCCC[Sn](CCCC)(CCCC)c1cnc2nc(C(F)(F)F)ccn12, predict the reactants needed to synthesize it. The reactants are: CCCC[Sn](Cl)(CCCC)CCCC.FC(F)(F)c1ccn2c(Br)cnc2n1. (3) Given the product CCCN1C(=O)c2cscc2Nc2ccccc21, predict the reactants needed to synthesize it. The reactants are: CCCI.O=C1Nc2ccccc2Nc2cscc21. (4) Given the product COc1ccc(CC(=O)N2CCC3(CC2)CN([C@@H]2CCc4cc(-c5ccc(C#N)cn5)ccc42)C3)nc1, predict the reactants needed to synthesize it. The reactants are: COc1ccc(CC(=O)O)nc1.N#Cc1ccc(-c2ccc3c(c2)CC[C@H]3N2CC3(CCNCC3)C2)nc1. (5) Given the product CNC(=O)c1ccc(-c2cc(NC(=O)c3ccc(C(F)(F)F)nc3C)ccc2Cl)nc1, predict the reactants needed to synthesize it. The reactants are: CN.Cc1nc(C(F)(F)F)ccc1C(=O)Nc1ccc(Cl)c(-c2ccc(C(=O)O)cn2)c1.